Task: Predict the reaction yield, written as a fraction of the theoretical maximum amount of product (1.0 means a 100% yield; for example, 0.34 means a 34% yield).. Dataset: Reaction yield outcomes from USPTO patents with 853,638 reactions The reactants are Cl[C:2]1([C:12]2[S:13][C:14]([C:17]([N:19]3[CH2:23][CH2:22][CH2:21][CH2:20]3)=[O:18])=[CH:15][N:16]=2)[CH2:11][CH2:10][C:5]2([O:9][CH2:8][CH2:7][O:6]2)[CH2:4][CH2:3]1. The catalyst is CO.[Pd]. The product is [O:9]1[C:5]2([CH2:10][CH2:11][CH:2]([C:12]3[S:13][C:14]([C:17]([N:19]4[CH2:20][CH2:21][CH2:22][CH2:23]4)=[O:18])=[CH:15][N:16]=3)[CH2:3][CH2:4]2)[O:6][CH2:7][CH2:8]1. The yield is 0.970.